Dataset: Full USPTO retrosynthesis dataset with 1.9M reactions from patents (1976-2016). Task: Predict the reactants needed to synthesize the given product. (1) Given the product [NH2:23][C:12]1[N:13]=[C:14]([N:17]2[CH2:18][CH2:19][N:20]([C:34](=[O:35])[CH2:33][O:32][C:31]3[CH:37]=[CH:38][C:28]([O:27][CH3:26])=[CH:29][CH:30]=3)[CH2:21][CH2:22]2)[C:15]2[N:16]=[C:8]([CH2:7][CH2:6][C:5]3[CH:4]=[CH:3][C:2]([CH3:1])=[CH:25][CH:24]=3)[S:9][C:10]=2[N:11]=1, predict the reactants needed to synthesize it. The reactants are: [CH3:1][C:2]1[CH:25]=[CH:24][C:5]([CH2:6][CH2:7][C:8]2[S:9][C:10]3[N:11]=[C:12]([NH2:23])[N:13]=[C:14]([N:17]4[CH2:22][CH2:21][NH:20][CH2:19][CH2:18]4)[C:15]=3[N:16]=2)=[CH:4][CH:3]=1.[CH3:26][O:27][C:28]1[CH:38]=[CH:37][C:31]([O:32][CH2:33][C:34](O)=[O:35])=[CH:30][CH:29]=1. (2) Given the product [S:45]1[CH:46]=[CH:47][N:48]=[C:44]1[C:2]1[N:7]=[C:6]([C:8]2[NH:16][C:15]3[C:14]4([CH2:21][CH2:20][NH:19][CH2:18][CH2:17]4)[CH2:13][NH:12][C:11](=[O:38])[C:10]=3[CH:9]=2)[CH:5]=[CH:4][N:3]=1, predict the reactants needed to synthesize it. The reactants are: Cl[C:2]1[N:7]=[C:6]([C:8]2[NH:16][C:15]3[C:14]4([CH2:21][CH2:20][N:19](C(OC(C)(C)C)=O)[CH2:18][CH2:17]4)[CH2:13][N:12](CC4C=CC(OC)=CC=4)[C:11](=[O:38])[C:10]=3[CH:9]=2)[CH:5]=[CH:4][N:3]=1.C([Sn](CCCC)(CCCC)[C:44]1[S:45][CH:46]=[CH:47][N:48]=1)CCC. (3) Given the product [O:21]=[C:20]1[C:4]2[C:5]3[C:6](=[C:7]([C:11]4[CH:12]=[CH:13][CH:14]=[CH:15][CH:16]=4)[NH:8][C:9]=3[CH:10]=[C:2]([NH:1][C:26](=[O:27])[C:25]3[CH:29]=[CH:30][CH:31]=[CH:32][C:24]=3[C:23]([F:22])([F:33])[F:34])[CH:3]=2)[CH:17]=[N:18][NH:19]1, predict the reactants needed to synthesize it. The reactants are: [NH2:1][C:2]1[CH:3]=[C:4]2[C:20](=[O:21])[NH:19][N:18]=[CH:17][C:6]3=[C:7]([C:11]4[CH:16]=[CH:15][CH:14]=[CH:13][CH:12]=4)[NH:8][C:9]([CH:10]=1)=[C:5]23.[F:22][C:23]([F:34])([F:33])[C:24]1[CH:32]=[CH:31][CH:30]=[CH:29][C:25]=1[C:26](O)=[O:27].C(N(CC)CC)C.F[P-](F)(F)(F)(F)F.N1(OC(N(C)C)=[N+](C)C)C2N=CC=CC=2N=N1. (4) Given the product [Cl:30][C:31]1[CH:58]=[C:57]([F:59])[CH:56]=[CH:55][C:32]=1[CH2:33][N:34]1[CH2:35][C:36]2([CH2:38][CH:39]([O:41][C:42]3[C:50]([CH:51]4[CH2:52][CH2:53]4)=[CH:49][C:45]([C:46]([NH:75][S:72]([N:70]4[CH2:71][CH:68]([F:67])[CH2:69]4)(=[O:74])=[O:73])=[O:48])=[C:44]([F:54])[CH:43]=3)[CH2:40]2)[CH2:37]1, predict the reactants needed to synthesize it. The reactants are: C1(C2C(O[C@@H]3CCCN(CC4C=C(Cl)C=C(Cl)C=4)C3)=CC(F)=C(C=2)C(O)=O)CC1.[Cl:30][C:31]1[CH:58]=[C:57]([F:59])[CH:56]=[CH:55][C:32]=1[CH2:33][N:34]1[CH2:37][C:36]2([CH2:40][CH:39]([O:41][C:42]3[C:50]([CH:51]4[CH2:53][CH2:52]4)=[CH:49][C:45]([C:46]([OH:48])=O)=[C:44]([F:54])[CH:43]=3)[CH2:38]2)[CH2:35]1.C1(S(N)(=O)=O)CC1.[F:67][CH:68]1[CH2:71][N:70]([S:72]([NH2:75])(=[O:74])=[O:73])[CH2:69]1. (5) Given the product [CH2:25]([O:26][C:2](=[O:3])[NH:1][CH2:4][CH:5]1[C:13]2[C:8](=[CH:9][CH:10]=[CH:11][CH:12]=2)[C:7](=[C:14]2[C:22]3[C:17](=[CH:18][CH:19]=[CH:20][CH:21]=3)[NH:16][C:15]2=[O:23])[O:6]1)[CH3:24], predict the reactants needed to synthesize it. The reactants are: [N:1]([CH2:4][CH:5]1[C:13]2[C:8](=[CH:9][CH:10]=[CH:11][CH:12]=2)[C:7](=[C:14]2[C:22]3[C:17](=[CH:18][CH:19]=[CH:20][CH:21]=3)[NH:16][C:15]2=[O:23])[O:6]1)=[C:2]=[O:3].[CH3:24][CH2:25][OH:26].